Dataset: Forward reaction prediction with 1.9M reactions from USPTO patents (1976-2016). Task: Predict the product of the given reaction. (1) Given the reactants Cl[C:2]([O:4][CH:5]([Cl:7])[CH3:6])=[O:3].N1C=CC=CC=1.[CH3:14][O:15][C:16]1[CH:17]=[C:18]2[C:23](=[CH:24][CH:25]=1)[CH:22]=[C:21]([CH:26]([CH3:38])[C:27]([O:29][CH2:30][C:31]([O:33][CH2:34][CH2:35][CH2:36][OH:37])=[O:32])=[O:28])[CH:20]=[CH:19]2, predict the reaction product. The product is: [CH3:14][O:15][C:16]1[CH:17]=[C:18]2[C:23](=[CH:24][CH:25]=1)[CH:22]=[C:21]([C@H:26]([CH3:38])[C:27]([O:29][CH2:30][C:31]([O:33][CH2:34][CH2:35][CH2:36][O:37][C:2]([O:4][CH:5]([Cl:7])[CH3:6])=[O:3])=[O:32])=[O:28])[CH:20]=[CH:19]2. (2) The product is: [F:31][C:2]1([F:1])[CH2:7][CH2:6][CH:5]([NH:8][C:9]2[CH:16]=[C:15]([N:17]3[C:25]4[CH2:24][C:23]([CH3:27])([CH3:26])[CH2:22][C:21](=[O:28])[C:20]=4[C:19]([CH3:29])=[CH:18]3)[CH:14]=[C:13]([F:30])[C:10]=2[C:11]([NH2:12])=[O:34])[CH2:4][CH2:3]1. Given the reactants [F:1][C:2]1([F:31])[CH2:7][CH2:6][CH:5]([NH:8][C:9]2[CH:16]=[C:15]([N:17]3[C:25]4[CH2:24][C:23]([CH3:27])([CH3:26])[CH2:22][C:21](=[O:28])[C:20]=4[C:19]([CH3:29])=[CH:18]3)[CH:14]=[C:13]([F:30])[C:10]=2[C:11]#[N:12])[CH2:4][CH2:3]1.CS(C)=[O:34].[OH-].[K+].OO, predict the reaction product. (3) Given the reactants [O:1]1[CH2:5][CH2:4][CH:3]=[C:2]1[C:6]1[CH:15]=[CH:14][CH:13]=[C:12]2[C:7]=1[CH2:8][CH2:9][N:10]1[C:20](=[O:21])[CH2:19][N:18]=[C:17]([N:22]3[CH:26]=[C:25]([CH2:27][CH3:28])[N:24]=[CH:23]3)[CH:16]=[C:11]12, predict the reaction product. The product is: [CH2:27]([C:25]1[N:24]=[CH:23][N:22]([C:17]2[CH:16]=[C:11]3[C:12]4[C:7]([CH2:8][CH2:9][N:10]3[C:20](=[O:21])[CH2:19][N:18]=2)=[C:6]([CH:2]2[CH2:3][CH2:4][CH2:5][O:1]2)[CH:15]=[CH:14][CH:13]=4)[CH:26]=1)[CH3:28]. (4) Given the reactants [Cl:1][C:2]1[C:3]([CH3:9])=[C:4]([CH:6]=[CH:7][CH:8]=1)[NH2:5].C(=O)([O-])[O-].[K+].[K+].Br[CH2:17][C:18]([NH:20][CH2:21][C:22]1[CH:27]=[CH:26][C:25]([O:28][CH3:29])=[CH:24][CH:23]=1)=[O:19], predict the reaction product. The product is: [Cl:1][C:2]1[C:3]([CH3:9])=[C:4]([NH:5][CH2:17][C:18]([NH:20][CH2:21][C:22]2[CH:23]=[CH:24][C:25]([O:28][CH3:29])=[CH:26][CH:27]=2)=[O:19])[CH:6]=[CH:7][CH:8]=1.